From a dataset of Forward reaction prediction with 1.9M reactions from USPTO patents (1976-2016). Predict the product of the given reaction. (1) Given the reactants [CH2:1]([O:8][N:9]1[C:14](=[O:15])[CH:13]=[C:12]([OH:16])[C:11]([C:17]([O:19][CH2:20][CH3:21])=[O:18])=[CH:10]1)[C:2]1[CH:7]=[CH:6][CH:5]=[CH:4][CH:3]=1.[F:22][C:23]([F:36])([F:35])[S:24](O[S:24]([C:23]([F:36])([F:35])[F:22])(=[O:26])=[O:25])(=[O:26])=[O:25].C(N(CC)CC)C.C(=O)([O-])O.[Na+], predict the reaction product. The product is: [CH2:1]([O:8][N:9]1[C:14](=[O:15])[CH:13]=[C:12]([O:16][S:24]([C:23]([F:36])([F:35])[F:22])(=[O:26])=[O:25])[C:11]([C:17]([O:19][CH2:20][CH3:21])=[O:18])=[CH:10]1)[C:2]1[CH:7]=[CH:6][CH:5]=[CH:4][CH:3]=1. (2) Given the reactants [F:1][C:2]([F:14])([F:13])[O:3][C:4]1[CH:9]=[CH:8][C:7]([C:10](=[O:12])[CH3:11])=[CH:6][CH:5]=1.[C:15](OCC)(=[O:21])[C:16]([O:18][CH2:19][CH3:20])=[O:17].[Na], predict the reaction product. The product is: [CH2:19]([O:18][C:16](=[O:17])/[C:15](/[OH:21])=[CH:11]/[C:10](=[O:12])[C:7]1[CH:6]=[CH:5][C:4]([O:3][C:2]([F:13])([F:14])[F:1])=[CH:9][CH:8]=1)[CH3:20]. (3) Given the reactants [CH3:1][N:2]([CH3:27])[C:3]([CH2:5][O:6][N:7]([CH2:19][C:20]1[CH:25]=[CH:24][C:23]([F:26])=[CH:22][CH:21]=1)[C:8](=[O:18])[CH:9]=[C:10]1[C:14](=[O:15])[O:13][C:12](C)(C)[O:11]1)=[O:4], predict the reaction product. The product is: [CH3:12][O:13][C:14](=[O:15])[C:10]([OH:11])=[CH:9][C:8](=[O:18])[N:7]([O:6][CH2:5][C:3](=[O:4])[N:2]([CH3:27])[CH3:1])[CH2:19][C:20]1[CH:21]=[CH:22][C:23]([F:26])=[CH:24][CH:25]=1. (4) Given the reactants [Br:1][C:2]1[CH:3]=[CH:4][C:5](=[O:8])[NH:6][CH:7]=1.IC.[C:11](=O)([O-])[O-].[K+].[K+], predict the reaction product. The product is: [Br:1][C:2]1[CH:3]=[CH:4][C:5](=[O:8])[N:6]([CH3:11])[CH:7]=1. (5) Given the reactants [OH:1][CH:2]1[CH2:7][CH2:6][N:5]([CH3:8])[CH2:4][CH2:3]1.C(OC(N=NC(OC(C)(C)C)=O)=O)(C)(C)C.C1(P(C2C=CC=CC=2)C2C=CC=CC=2)C=CC=CC=1.[Cl:44][C:45]1[N:50]=[CH:49][C:48](O)=[CH:47][N:46]=1, predict the reaction product. The product is: [Cl:44][C:45]1[N:50]=[CH:49][C:48]([O:1][CH:2]2[CH2:7][CH2:6][N:5]([CH3:8])[CH2:4][CH2:3]2)=[CH:47][N:46]=1.